The task is: Predict the product of the given reaction.. This data is from Forward reaction prediction with 1.9M reactions from USPTO patents (1976-2016). (1) Given the reactants [CH:1]1([NH:7][C:8]([C:10]2[C:19]3[C:14](=[CH:15][CH:16]=[CH:17][CH:18]=3)[C:13]([S:20](=[O:29])(=[O:28])[NH:21][CH:22]3[CH2:27][CH2:26][NH:25][CH2:24][CH2:23]3)=[CH:12][CH:11]=2)=[O:9])[CH2:6][CH2:5][CH2:4][CH2:3][CH2:2]1.[C:30](Cl)(=[O:34])[CH2:31][CH2:32][CH3:33].ClC(OCC)=O, predict the reaction product. The product is: [C:1]1([NH:7][C:8]([C:10]2[C:19]3[C:14](=[CH:15][CH:16]=[CH:17][CH:18]=3)[C:13]([S:20](=[O:29])(=[O:28])[NH:21][CH:22]3[CH2:23][CH2:24][N:25]([C:30](=[O:34])[CH2:31][CH2:32][CH3:33])[CH2:26][CH2:27]3)=[CH:12][CH:11]=2)=[O:9])[CH:6]=[CH:5][CH:4]=[CH:3][CH:2]=1. (2) The product is: [CH3:22][O:23][C:24]1[CH:31]=[CH:30][CH:29]=[CH:28][C:25]=1[CH2:26][NH:27][CH2:18][C:17]1[CH:20]=[CH:21][C:14]([C:12]2[O:11][N:10]=[C:9]([CH2:1][CH2:2][CH2:3][CH2:4][CH2:5][CH2:6][CH2:7][CH3:8])[N:13]=2)=[CH:15][CH:16]=1. Given the reactants [CH2:1]([C:9]1[N:13]=[C:12]([C:14]2[CH:21]=[CH:20][C:17]([CH:18]=O)=[CH:16][CH:15]=2)[O:11][N:10]=1)[CH2:2][CH2:3][CH2:4][CH2:5][CH2:6][CH2:7][CH3:8].[CH3:22][O:23][C:24]1[CH:31]=[CH:30][CH:29]=[CH:28][C:25]=1[CH2:26][NH2:27], predict the reaction product. (3) Given the reactants Cl.[Cl:2][C:3]1[C:43]([C:44]([F:47])([F:46])[F:45])=[CH:42][CH:41]=[CH:40][C:4]=1[CH2:5][N:6]([CH2:26][CH:27]([C:34]1[CH:39]=[CH:38][CH:37]=[CH:36][CH:35]=1)[C:28]1[CH:33]=[CH:32][CH:31]=[CH:30][CH:29]=1)[CH2:7][CH2:8][CH2:9][O:10][C:11]1[CH:12]=[C:13]([CH2:17][C:18]([N:20]2[CH2:25][CH2:24]O[CH2:22][CH2:21]2)=[O:19])[CH:14]=[CH:15][CH:16]=1.N1CC[S:51]CC1.N1CCOCC1, predict the reaction product. The product is: [Cl:2][C:3]1[C:43]([C:44]([F:47])([F:46])[F:45])=[CH:42][CH:41]=[CH:40][C:4]=1[CH2:5][N:6]([CH2:26][CH:27]([C:34]1[CH:39]=[CH:38][CH:37]=[CH:36][CH:35]=1)[C:28]1[CH:33]=[CH:32][CH:31]=[CH:30][CH:29]=1)[CH2:7][CH2:8][CH2:9][O:10][C:11]1[CH:12]=[C:13]([CH2:17][C:18]([N:20]2[CH2:25][CH2:24][S:51][CH2:22][CH2:21]2)=[O:19])[CH:14]=[CH:15][CH:16]=1. (4) Given the reactants [C:1]([O:5][C:6]([N:8]1[CH2:13][CH2:12][CH:11]([C:14]2[CH:19]=[CH:18][C:17]([NH2:20])=[C:16](Br)[N:15]=2)[CH2:10][CH2:9]1)=[O:7])([CH3:4])([CH3:3])[CH3:2].[C:22]1(B(O)O)[CH2:27][CH2:26][CH2:25][CH2:24][CH:23]=1, predict the reaction product. The product is: [C:1]([O:5][C:6]([N:8]1[CH2:13][CH2:12][CH:11]([C:14]2[CH:19]=[CH:18][C:17]([NH2:20])=[C:16]([C:22]3[CH2:27][CH2:26][CH2:25][CH2:24][CH:23]=3)[N:15]=2)[CH2:10][CH2:9]1)=[O:7])([CH3:4])([CH3:3])[CH3:2]. (5) The product is: [CH3:1][C:2]1[N:3]([C:32]2[CH:33]=[CH:34][C:29]([S:28][CH3:27])=[CH:30][CH:31]=2)[C:4](=[O:26])[C:5]([CH2:11][C:12]2[CH:17]=[CH:16][C:15]([C:18]3[C:19]([C:24]#[N:25])=[CH:20][CH:21]=[CH:22][CH:23]=3)=[CH:14][CH:13]=2)=[C:6]([CH2:8][CH2:9][CH3:10])[N:7]=1. Given the reactants [CH3:1][C:2]1[NH:3][C:4](=[O:26])[C:5]([CH2:11][C:12]2[CH:17]=[CH:16][C:15]([C:18]3[C:19]([C:24]#[N:25])=[CH:20][CH:21]=[CH:22][CH:23]=3)=[CH:14][CH:13]=2)=[C:6]([CH2:8][CH2:9][CH3:10])[N:7]=1.[CH3:27][S:28][C:29]1[CH:34]=[CH:33][C:32](B(O)O)=[CH:31][CH:30]=1.C(N(CC)CC)C.N1C=CC=CC=1, predict the reaction product. (6) Given the reactants Cl.[F:2][C:3]1[CH:8]=[CH:7][C:6]([NH:9][NH2:10])=[C:5]([CH3:11])[CH:4]=1.C(N(CC)CC)C.FC(F)(F)C(O)=O.[Cl:26][C:27]1[C:32]2[O:33][CH2:34][C:35](=[O:37])[NH:36][C:31]=2[CH:30]=[C:29]([C:38](=O)[CH2:39][C:40](=O)[C:41]([F:44])([F:43])[F:42])[CH:28]=1, predict the reaction product. The product is: [Cl:26][C:27]1[C:32]2[O:33][CH2:34][C:35](=[O:37])[NH:36][C:31]=2[CH:30]=[C:29]([C:38]2[N:9]([C:6]3[CH:7]=[CH:8][C:3]([F:2])=[CH:4][C:5]=3[CH3:11])[N:10]=[C:40]([C:41]([F:44])([F:43])[F:42])[CH:39]=2)[CH:28]=1. (7) Given the reactants C(C1C=CC=CN=1)=C.C(OC(=O)C)(=O)C.[C-]#N.[K+].C([O-])([O-])=O.[Na+].[Na+].[C:25]([CH2:27][CH2:28][C:29]1[CH:34]=[CH:33][CH:32]=[CH:31][N:30]=1)#[N:26], predict the reaction product. The product is: [N:30]1[CH:31]=[CH:32][CH:33]=[CH:34][C:29]=1[CH2:28][CH2:27][CH2:25][NH2:26]. (8) Given the reactants C(OC([N:11]1[CH2:16][CH2:15][N:14]([C:17]2[CH:22]=[CH:21][C:20]([N:23]3[CH2:27][CH:26]([CH2:28][NH:29][C:30](=[O:32])[CH3:31])[O:25][C:24]3=[O:33])=[CH:19][C:18]=2[F:34])[CH2:13][CH2:12]1)=O)C1C=CC=CC=1.[H][H].CO.CCOC(C)=O, predict the reaction product. The product is: [F:34][C:18]1[CH:19]=[C:20]([N:23]2[CH2:27][C@H:26]([CH2:28][NH:29][C:30](=[O:32])[CH3:31])[O:25][C:24]2=[O:33])[CH:21]=[CH:22][C:17]=1[N:14]1[CH2:15][CH2:16][NH:11][CH2:12][CH2:13]1. (9) Given the reactants [CH3:1][CH:2]1[CH2:9][CH2:8][CH2:7][N:6]([C:10]([O:12][C:13]([CH3:16])([CH3:15])[CH3:14])=[O:11])[CH2:5][CH2:4][C:3]1=[O:17].[BH4-].[Na+].O, predict the reaction product. The product is: [OH:17][CH:3]1[CH:2]([CH3:1])[CH2:9][CH2:8][CH2:7][N:6]([C:10]([O:12][C:13]([CH3:14])([CH3:16])[CH3:15])=[O:11])[CH2:5][CH2:4]1. (10) Given the reactants [Cl:1][C:2]1[CH:7]=[CH:6][C:5]([C:8]2([C:12]#[N:13])[CH2:11][CH2:10][CH2:9]2)=[CH:4][CH:3]=1.[CH2:14]([Mg]Cl)[C:15](=[CH2:17])[CH3:16].[C:20](OC(=O)C)(=[O:22])[CH3:21], predict the reaction product. The product is: [Cl:1][C:2]1[CH:3]=[CH:4][C:5]([C:8]2(/[C:12](/[NH:13][C:20](=[O:22])[CH3:21])=[CH:14]/[C:15]([CH3:16])=[CH2:17])[CH2:11][CH2:10][CH2:9]2)=[CH:6][CH:7]=1.